From a dataset of Full USPTO retrosynthesis dataset with 1.9M reactions from patents (1976-2016). Predict the reactants needed to synthesize the given product. (1) The reactants are: CC(O)=O.[NH2:5][C:6]1[CH:7]=[C:8]2[C:13](=[CH:14][CH:15]=1)[N:12]=[C:11]([CH3:16])[C:10]([C:17]([O:19][C:20]([CH3:23])([CH3:22])[CH3:21])=[O:18])=[C:9]2[C:24]1[CH:29]=[CH:28][CH:27]=[CH:26][CH:25]=1.[CH2:30]1[C:38]2[C:33](=[CH:34][CH:35]=[CH:36][CH:37]=2)[CH2:32][C:31]1=O.[BH-](OC(C)=O)(OC(C)=O)OC(C)=O.[Na+]. Given the product [CH2:30]1[C:38]2[C:33](=[CH:34][CH:35]=[CH:36][CH:37]=2)[CH2:32][CH:31]1[NH:5][C:6]1[CH:7]=[C:8]2[C:13](=[CH:14][CH:15]=1)[N:12]=[C:11]([CH3:16])[C:10]([C:17]([O:19][C:20]([CH3:23])([CH3:21])[CH3:22])=[O:18])=[C:9]2[C:24]1[CH:29]=[CH:28][CH:27]=[CH:26][CH:25]=1, predict the reactants needed to synthesize it. (2) Given the product [CH3:11][O:12][C:13]1[CH:19]=[CH:18][C:16]([NH:17][C:2]2[CH:7]=[CH:6][N:5]=[CH:4][C:3]=2[N+:8]([O-:10])=[O:9])=[CH:15][CH:14]=1, predict the reactants needed to synthesize it. The reactants are: Cl[C:2]1[CH:7]=[CH:6][N:5]=[CH:4][C:3]=1[N+:8]([O-:10])=[O:9].[CH3:11][O:12][C:13]1[CH:19]=[CH:18][C:16]([NH2:17])=[CH:15][CH:14]=1.C(=O)(O)[O-].[Na+]. (3) Given the product [C:10]([O:14][C:15](=[O:25])[NH:16][C:17]1[S:18][C:19]([C:22](=[O:23])[NH:4][C:3]2[C:5]([CH3:9])=[CH:6][CH:7]=[CH:8][C:2]=2[Cl:1])=[CH:20][N:21]=1)([CH3:13])([CH3:11])[CH3:12], predict the reactants needed to synthesize it. The reactants are: [Cl:1][C:2]1[CH:8]=[CH:7][CH:6]=[C:5]([CH3:9])[C:3]=1[NH2:4].[C:10]([O:14][C:15](=[O:25])[NH:16][C:17]1[S:18][C:19]([C:22](Cl)=[O:23])=[CH:20][N:21]=1)([CH3:13])([CH3:12])[CH3:11].C(NC(C)C)(C)C.